From a dataset of NCI-60 drug combinations with 297,098 pairs across 59 cell lines. Regression. Given two drug SMILES strings and cell line genomic features, predict the synergy score measuring deviation from expected non-interaction effect. (1) Drug 2: C1=CC(=CC=C1CCC2=CNC3=C2C(=O)NC(=N3)N)C(=O)NC(CCC(=O)O)C(=O)O. Drug 1: CC12CCC3C(C1CCC2=O)CC(=C)C4=CC(=O)C=CC34C. Synergy scores: CSS=48.0, Synergy_ZIP=-0.0638, Synergy_Bliss=-0.854, Synergy_Loewe=-0.307, Synergy_HSA=1.63. Cell line: U251. (2) Drug 1: C1=CC=C(C(=C1)C(C2=CC=C(C=C2)Cl)C(Cl)Cl)Cl. Drug 2: CC1=C(C(=O)C2=C(C1=O)N3CC4C(C3(C2COC(=O)N)OC)N4)N. Cell line: T-47D. Synergy scores: CSS=11.5, Synergy_ZIP=-6.56, Synergy_Bliss=-7.60, Synergy_Loewe=-20.0, Synergy_HSA=-7.43. (3) Drug 1: CC12CCC3C(C1CCC2=O)CC(=C)C4=CC(=O)C=CC34C. Drug 2: CC1OCC2C(O1)C(C(C(O2)OC3C4COC(=O)C4C(C5=CC6=C(C=C35)OCO6)C7=CC(=C(C(=C7)OC)O)OC)O)O. Cell line: SNB-19. Synergy scores: CSS=62.5, Synergy_ZIP=7.39, Synergy_Bliss=7.09, Synergy_Loewe=-0.745, Synergy_HSA=10.5. (4) Drug 1: C1CCC(CC1)NC(=O)N(CCCl)N=O. Drug 2: CCN(CC)CCCC(C)NC1=C2C=C(C=CC2=NC3=C1C=CC(=C3)Cl)OC. Cell line: SNB-19. Synergy scores: CSS=56.2, Synergy_ZIP=0.391, Synergy_Bliss=3.48, Synergy_Loewe=-0.669, Synergy_HSA=4.55. (5) Drug 1: C1=CC(=CC=C1CC(C(=O)O)N)N(CCCl)CCCl.Cl. Drug 2: CC1=C(C(=O)C2=C(C1=O)N3CC4C(C3(C2COC(=O)N)OC)N4)N. Cell line: OVCAR-4. Synergy scores: CSS=-2.58, Synergy_ZIP=0.0762, Synergy_Bliss=-1.06, Synergy_Loewe=-11.7, Synergy_HSA=-4.70. (6) Drug 1: C1=C(C(=O)NC(=O)N1)N(CCCl)CCCl. Drug 2: CC1CCCC2(C(O2)CC(NC(=O)CC(C(C(=O)C(C1O)C)(C)C)O)C(=CC3=CSC(=N3)C)C)C. Cell line: UO-31. Synergy scores: CSS=16.4, Synergy_ZIP=-5.32, Synergy_Bliss=-2.10, Synergy_Loewe=-1.20, Synergy_HSA=-1.45.